Task: Predict the product of the given reaction.. Dataset: Forward reaction prediction with 1.9M reactions from USPTO patents (1976-2016) (1) Given the reactants Cl.[CH2:2]([O:4][NH2:5])[CH3:3].[CH:6](=O)[C:7]1[CH:12]=[CH:11][CH:10]=[CH:9][CH:8]=1, predict the reaction product. The product is: [CH2:6]([NH:5][O:4][CH2:2][CH3:3])[C:7]1[CH:12]=[CH:11][CH:10]=[CH:9][CH:8]=1. (2) Given the reactants [S:1]1[CH:5]=[CH:4][CH:3]=[C:2]1[S:6](Cl)(=[O:8])=[O:7].[NH2:10][C@H:11]([CH2:16][OH:17])[C@H:12]([CH2:14][CH3:15])[CH3:13].CCN(C(C)C)C(C)C, predict the reaction product. The product is: [OH:17][CH2:16][C@@H:11]([NH:10][S:6]([C:2]1[S:1][CH:5]=[CH:4][CH:3]=1)(=[O:8])=[O:7])[C@@H:12]([CH3:13])[CH2:14][CH3:15]. (3) Given the reactants [OH:1][C:2]1[CH:3]=[C:4]2[C:9](=[CH:10][CH:11]=1)[C:8](=[O:12])[O:7][CH2:6][CH2:5]2.[O:13]1[CH2:17][CH2:16][CH2:15][C@H:14]1[CH2:18]OS(C)(=O)=O.C(=O)([O-])[O-].[Cs+].[Cs+], predict the reaction product. The product is: [O:13]1[CH2:17][CH2:16][CH2:15][C@H:14]1[CH2:18][O:1][C:2]1[CH:3]=[C:4]2[C:9](=[CH:10][CH:11]=1)[C:8](=[O:12])[O:7][CH2:6][CH2:5]2. (4) Given the reactants [CH2:1]([CH:8]1[C:17]2[C:12](=[CH:13][CH:14]=[C:15]([OH:18])[CH:16]=2)[O:11][CH2:10][CH:9]1[NH:19][C:20](=[O:24])[O:21][CH2:22][CH3:23])[C:2]1[CH:7]=[CH:6][CH:5]=[CH:4][CH:3]=1.N1C=CC=CC=1.[F:31][C:32]([F:45])([F:44])[S:33](O[S:33]([C:32]([F:45])([F:44])[F:31])(=[O:35])=[O:34])(=[O:35])=[O:34], predict the reaction product. The product is: [F:31][C:32]([F:45])([F:44])[S:33]([O:18][C:15]1[CH:16]=[C:17]2[C:12](=[CH:13][CH:14]=1)[O:11][CH2:10][CH:9]([NH:19][C:20]([O:21][CH2:22][CH3:23])=[O:24])[CH:8]2[CH2:1][C:2]1[CH:3]=[CH:4][CH:5]=[CH:6][CH:7]=1)(=[O:35])=[O:34]. (5) Given the reactants [C:1]1(=O)[CH2:6][CH2:5][CH2:4][CH2:3][CH2:2]1.[N+:8]([CH3:11])([O-:10])=[O:9].N1CCCCC1.[CH2:18]([SH:25])[C:19]1[CH:24]=[CH:23][CH:22]=[CH:21][CH:20]=1, predict the reaction product. The product is: [N+:8]([CH2:11][CH:18]([C:19]1[CH:24]=[CH:23][CH:22]=[CH:21][CH:20]=1)[S:25][CH:1]1[CH2:6][CH2:5][CH2:4][CH2:3][CH2:2]1)([O-:10])=[O:9].